This data is from Forward reaction prediction with 1.9M reactions from USPTO patents (1976-2016). The task is: Predict the product of the given reaction. (1) Given the reactants [F:1][C:2]1[CH:10]=[CH:9][CH:8]=[C:7]([F:11])[C:3]=1[C:4](Cl)=[O:5].[Br:12][C:13]1[C:14]([C:22]2[CH:23]=[CH:24][C:25]([NH2:28])=[N:26][CH:27]=2)=[CH:15][C:16]2[O:20][CH2:19][O:18][C:17]=2[CH:21]=1.CCN(C(C)C)C(C)C, predict the reaction product. The product is: [Br:12][C:13]1[C:14]([C:22]2[CH:23]=[CH:24][C:25]([NH:28][C:4](=[O:5])[C:3]3[C:2]([F:1])=[CH:10][CH:9]=[CH:8][C:7]=3[F:11])=[N:26][CH:27]=2)=[CH:15][C:16]2[O:20][CH2:19][O:18][C:17]=2[CH:21]=1. (2) Given the reactants [CH2:1]([N:3]([CH2:17][CH3:18])[C:4]1[CH:12]=[CH:11][C:10]([S:13]([CH3:16])(=[O:15])=[O:14])=[CH:9][C:5]=1[C:6]([OH:8])=O)[CH3:2].Cl.[N:20]1([C:26]2[C:30]3[CH:31]=[CH:32][CH:33]=[CH:34][C:29]=3[S:28][N:27]=2)[CH2:25][CH2:24][NH:23][CH2:22][CH2:21]1.C(OCC)(=O)C, predict the reaction product. The product is: [S:28]1[C:29]2[CH:34]=[CH:33][CH:32]=[CH:31][C:30]=2[C:26]([N:20]2[CH2:21][CH2:22][N:23]([C:6]([C:5]3[CH:9]=[C:10]([S:13]([CH3:16])(=[O:15])=[O:14])[CH:11]=[CH:12][C:4]=3[N:3]([CH2:1][CH3:2])[CH2:17][CH3:18])=[O:8])[CH2:24][CH2:25]2)=[N:27]1. (3) Given the reactants [C:1]([C:3]1[CH:4]=[N:5][C:6]([C:9]([O:11]C)=O)=[N:7][CH:8]=1)#[N:2].[N:13]1[CH:18]=[CH:17][CH:16]=[C:15]([CH2:19][NH2:20])[CH:14]=1.[CH2:21](O)C, predict the reaction product. The product is: [C:1]([C:3]1[CH:8]=[N:7][C:6]([C:9]([NH:20][CH2:19][C:15]2[CH:14]=[N:13][CH:18]=[CH:17][CH:16]=2)=[O:11])=[N:5][CH:4]=1)#[N:2].[CH3:21][C:8]1[C:3]([C:1]#[N:2])=[CH:4][N:5]=[C:6]([C:9]([NH:20][CH2:19][C:15]2[CH:14]=[N:13][CH:18]=[CH:17][CH:16]=2)=[O:11])[N:7]=1.